This data is from Full USPTO retrosynthesis dataset with 1.9M reactions from patents (1976-2016). The task is: Predict the reactants needed to synthesize the given product. (1) Given the product [CH2:1]([N:8]1[C:13](=[O:14])[CH:12]=[C:11]2[S:15][C:16]([C:18](=[O:27])[CH2:19][CH2:20][C:21]3[CH:22]=[CH:23][CH:24]=[CH:25][CH:26]=3)=[CH:17][N:10]2[C:9]1=[O:28])[C:2]1[CH:7]=[CH:6][CH:5]=[CH:4][CH:3]=1, predict the reactants needed to synthesize it. The reactants are: [CH2:1]([N:8]1[C:13](=[O:14])[CH:12]=[C:11]2[S:15][C:16]([CH:18]([OH:27])[CH2:19][CH2:20][C:21]3[CH:26]=[CH:25][CH:24]=[CH:23][CH:22]=3)=[CH:17][N:10]2[C:9]1=[O:28])[C:2]1[CH:7]=[CH:6][CH:5]=[CH:4][CH:3]=1. (2) Given the product [Cl:2][CH2:3][C:4]1[O:5][C:6]2[CH:18]=[CH:19][CH:14]=[CH:15][C:16]=2[N:7]=1, predict the reactants needed to synthesize it. The reactants are: Cl.[Cl:2][CH2:3][C:4](=[NH:7])[O:5][CH3:6].ClCC#N.Cl.N[C:14]1[CH:19]=[CH:18]C([N+]([O-])=O)=[CH:16][C:15]=1O. (3) Given the product [C:62]1([C:35]2[CH:48]=[CH:47][C:46]3[C:37]([N:36]=2)=[C:38]2[C:43]([CH:42]=[CH:41][C:40]([C:49]4[CH:54]=[C:53]([C:15]5[CH:16]=[N:17][C:18]6[C:19]7[C:24]([C:25]8[CH:32]=[CH:31][CH:30]=[CH:29][C:26]=8[C:27]=6[CH:28]=5)=[CH:23][CH:22]=[CH:21][N:20]=7)[CH:52]=[CH:51][CH:50]=4)=[N:39]2)=[CH:44][CH:45]=3)[CH:61]=[CH:27][CH:28]=[CH:15][CH:16]=1, predict the reactants needed to synthesize it. The reactants are: CC1(C)C(C)(C)OB(C2C=C([C:15]3[CH:16]=[N:17][C:18]4[C:19]5[C:24]([C:25]6[CH:32]=[CH:31][CH:30]=[CH:29][C:26]=6[C:27]=4[CH:28]=3)=[CH:23][CH:22]=[CH:21][N:20]=5)C=CC=2)O1.Cl[C:35]1[CH:48]=[CH:47][C:46]2[C:37](=[C:38]3[C:43](=[CH:44][CH:45]=2)[CH:42]=[CH:41][C:40]([C:49]2[CH:54]=[CH:53][CH:52]=[CH:51][CH:50]=2)=[N:39]3)[N:36]=1.C([O-])([O-])=O.[Na+].[Na+].[CH3:61][CH2:62]O. (4) Given the product [C:1]([C:5]1[C:6]([O:20][CH:21]([CH3:23])[CH3:22])=[C:7]([C:10]([CH3:19])=[C:11]([C:13]#[CH:14])[CH:12]=1)[CH:8]=[O:9])([CH3:4])([CH3:2])[CH3:3], predict the reactants needed to synthesize it. The reactants are: [C:1]([C:5]1[C:6]([O:20][CH:21]([CH3:23])[CH3:22])=[C:7]([C:10]([CH3:19])=[C:11]([C:13]#[C:14][Si](C)(C)C)[CH:12]=1)[CH:8]=[O:9])([CH3:4])([CH3:3])[CH3:2].C(=O)([O-])[O-].[K+].[K+]. (5) The reactants are: C([O:8][C:9]1[C:14]([N+:15]([O-])=O)=[CH:13][N:12]=[C:11]([O:18][CH2:19][C@@H:20]([NH:22][C:23](=[O:29])[O:24][C:25]([CH3:28])([CH3:27])[CH3:26])[CH3:21])[N:10]=1)C1C=CC=CC=1.[F:30][C:31]1([F:45])[CH2:33][CH:32]1[CH2:34][O:35][C:36]1[CH:44]=[CH:43][C:39]([C:40](O)=[O:41])=[CH:38][CH:37]=1. Given the product [F:30][C:31]1([F:45])[CH2:33][CH:32]1[CH2:34][O:35][C:36]1[CH:44]=[CH:43][C:39]([C:40]([NH:15][C:14]2[C:9]([OH:8])=[N:10][C:11]([O:18][CH2:19][C@@H:20]([NH:22][C:23](=[O:29])[O:24][C:25]([CH3:26])([CH3:27])[CH3:28])[CH3:21])=[N:12][CH:13]=2)=[O:41])=[CH:38][CH:37]=1, predict the reactants needed to synthesize it. (6) Given the product [CH3:13][C:12]([Si:9]([CH3:11])([CH3:10])[O:8][C:4]1[CH:3]=[C:2]([C:25](=[O:26])[CH2:24][CH2:23][C:22]([OH:27])=[O:21])[CH:7]=[CH:6][CH:5]=1)([CH3:15])[CH3:14], predict the reactants needed to synthesize it. The reactants are: Br[C:2]1[CH:3]=[C:4]([O:8][Si:9]([C:12]([CH3:15])([CH3:14])[CH3:13])([CH3:11])[CH3:10])[CH:5]=[CH:6][CH:7]=1.[Li]CCCC.[O:21]1[C:25](=[O:26])[CH2:24][CH2:23][C:22]1=[O:27].